Task: Predict the product of the given reaction.. Dataset: Forward reaction prediction with 1.9M reactions from USPTO patents (1976-2016) (1) Given the reactants Cl[C:2]1[N:7]=[C:6]([NH2:8])[CH:5]=[CH:4][N:3]=1.[CH:9]1([N:14]2[CH2:19][CH2:18][NH:17][CH2:16][CH2:15]2)[CH2:13][CH2:12][CH2:11][CH2:10]1, predict the reaction product. The product is: [CH:9]1([N:14]2[CH2:15][CH2:16][N:17]([C:2]3[N:7]=[C:6]([NH2:8])[CH:5]=[CH:4][N:3]=3)[CH2:18][CH2:19]2)[CH2:10][CH2:11][CH2:12][CH2:13]1. (2) Given the reactants Br[C:2]1[CH:7]=[CH:6][C:5]2[C:8]3[CH2:13][CH2:12][N:11]([C:14]([O:16][C:17]([CH3:20])([CH3:19])[CH3:18])=[O:15])[CH2:10][C:9]=3[O:21][C:4]=2[CH:3]=1.[F:22][C:23]1[CH:24]=[CH:25][C:26]([CH2:29][O:30][C:31]2[CH:36]=[CH:35][NH:34][C:33](=[O:37])[CH:32]=2)=[N:27][CH:28]=1.C([O-])([O-])=O.[Cs+].[Cs+].CN[C@H]1CCCC[C@@H]1NC, predict the reaction product. The product is: [F:22][C:23]1[CH:24]=[CH:25][C:26]([CH2:29][O:30][C:31]2[CH:36]=[CH:35][N:34]([C:2]3[CH:7]=[CH:6][C:5]4[C:8]5[CH2:13][CH2:12][N:11]([C:14]([O:16][C:17]([CH3:20])([CH3:19])[CH3:18])=[O:15])[CH2:10][C:9]=5[O:21][C:4]=4[CH:3]=3)[C:33](=[O:37])[CH:32]=2)=[N:27][CH:28]=1. (3) Given the reactants Br[C:2]1[CH:3]=[C:4]([C:9]2[N:10]=[N:11][N:12]([CH:14]([CH3:16])[CH3:15])[CH:13]=2)[C:5]([NH2:8])=[N:6][CH:7]=1.CC1(C)C(C)(C)OB([C:25]2[CH:37]=[CH:36][C:28]([CH2:29][N:30]3[CH2:35][CH2:34][O:33][CH2:32][CH2:31]3)=[CH:27][CH:26]=2)O1.C([O-])([O-])=O.[Cs+].[Cs+].C(Cl)Cl, predict the reaction product. The product is: [CH:14]([N:12]1[CH:13]=[C:9]([C:4]2[C:5]([NH2:8])=[N:6][CH:7]=[C:2]([C:25]3[CH:26]=[CH:27][C:28]([CH2:29][N:30]4[CH2:35][CH2:34][O:33][CH2:32][CH2:31]4)=[CH:36][CH:37]=3)[CH:3]=2)[N:10]=[N:11]1)([CH3:16])[CH3:15]. (4) Given the reactants Cl[C:2]1[CH:7]=[C:6]([Cl:8])[N:5]=[C:4]([S:9][C:10]2[CH:15]=[CH:14][C:13]([NH:16][C:17](=[O:23])[CH2:18][C:19]([F:22])([F:21])[F:20])=[CH:12][CH:11]=2)[N:3]=1.[NH2:24][C:25]1[CH:29]=[C:28]([CH3:30])[NH:27][N:26]=1.[I-].[Na+].C(N(C(C)C)CC)(C)C, predict the reaction product. The product is: [Cl:8][C:6]1[CH:7]=[C:2]([NH:24][C:25]2[NH:26][N:27]=[C:28]([CH3:30])[CH:29]=2)[N:3]=[C:4]([S:9][C:10]2[CH:15]=[CH:14][C:13]([NH:16][C:17](=[O:23])[CH2:18][C:19]([F:22])([F:21])[F:20])=[CH:12][CH:11]=2)[N:5]=1. (5) Given the reactants OC1C=[CH:6][C:5]([C:8]2[CH:13]=[CH:12][C:11]([N+:14]([O-:16])=[O:15])=[CH:10][CH:9]=2)=[CH:4][C:3]=1[C:17]([OH:19])=O.[C:20]([O-])([O-])=O.[K+].[K+].C[CH2:27][O:28][C:29]([CH3:31])=[O:30], predict the reaction product. The product is: [CH3:27][O:28][C:29]([C:31]1[CH:6]=[C:5]([C:8]2[CH:9]=[CH:10][C:11]([N+:14]([O-:16])=[O:15])=[CH:12][CH:13]=2)[CH:4]=[CH:3][C:17]=1[O:19][CH3:20])=[O:30]. (6) The product is: [CH3:1][C@@H:2]1[C@H:12]2[CH2:13][CH2:14][C@@:15]3([CH3:19])[O:17][O:18][C@@:11]42[C@H:5]([C@H:6]([CH3:20])[C@H:7]([O:8][CH2:1][C:2]2[CH:3]=[CH:4][C:25]([C:24]([OH:27])=[O:26])=[CH:11][CH:12]=2)[O:9][C@@H:10]4[O:16]3)[CH2:4][CH2:3]1. Given the reactants [CH3:1][C@H:2]1[C@@H:12]2[CH2:13][CH2:14][C@:15]3([CH3:19])[O:17][O:18][C@:11]42[C@H:5]([C@@H:6]([CH3:20])[C:7]([O:9][C@@H:10]4[O:16]3)=[O:8])[CH2:4][CH2:3]1.[BH4-].[Na+].O.[C:24]([OH:27])(=[O:26])[CH3:25], predict the reaction product. (7) Given the reactants Cl[C:2]1[CH:3]=[CH:4][C:5]2[N:6]([C:8]([C:11]3[CH:12]=[C:13]([CH:16]=[CH:17][CH:18]=3)[C:14]#[N:15])=[N:9][N:10]=2)[N:7]=1.[NH:19]1[CH2:24][CH2:23][CH2:22][CH2:21][CH2:20]1, predict the reaction product. The product is: [N:19]1([C:2]2[CH:3]=[CH:4][C:5]3[N:6]([C:8]([C:11]4[CH:12]=[C:13]([CH:16]=[CH:17][CH:18]=4)[C:14]#[N:15])=[N:9][N:10]=3)[N:7]=2)[CH2:24][CH2:23][CH2:22][CH2:21][CH2:20]1.